From a dataset of Full USPTO retrosynthesis dataset with 1.9M reactions from patents (1976-2016). Predict the reactants needed to synthesize the given product. (1) Given the product [F:12][C:13]1[N:14]=[CH:15][C:16]([N:8]2[C:6]3=[N:7][C:2]([CH3:1])=[N:3][C:4]([NH2:11])=[C:5]3[CH:10]=[N:9]2)=[CH:17][CH:18]=1, predict the reactants needed to synthesize it. The reactants are: [CH3:1][C:2]1[N:7]=[C:6]2[NH:8][N:9]=[CH:10][C:5]2=[C:4]([NH2:11])[N:3]=1.[F:12][C:13]1[CH:18]=[CH:17][C:16](I)=[CH:15][N:14]=1. (2) Given the product [Cl:1][C:2]1[C:7]([C:8]#[N:9])=[C:6]([Cl:11])[N:5]=[C:4]([S:12][CH3:13])[N:3]=1, predict the reactants needed to synthesize it. The reactants are: [Cl:1][C:2]1[C:7]([CH:8]=[N:9]O)=[C:6]([Cl:11])[N:5]=[C:4]([S:12][CH3:13])[N:3]=1.S(Cl)(Cl)=O. (3) Given the product [CH3:19][NH:20][C:21]([C@@H:23]1[CH2:28][CH2:27][CH2:26][N:25]([C:13]([C:11]2[S:12][C:8]([C:5]3[C:4]([CH3:16])=[C:3]([C:2]([F:1])([F:18])[F:17])[O:7][N:6]=3)=[CH:9][CH:10]=2)=[O:15])[CH2:24]1)=[O:22], predict the reactants needed to synthesize it. The reactants are: [F:1][C:2]([F:18])([F:17])[C:3]1[O:7][N:6]=[C:5]([C:8]2[S:12][C:11]([C:13]([OH:15])=O)=[CH:10][CH:9]=2)[C:4]=1[CH3:16].[CH3:19][NH:20][C:21]([C@@H:23]1[CH2:28][CH2:27][CH2:26][NH:25][CH2:24]1)=[O:22].C1COCC1. (4) The reactants are: [CH2:1]([O:3][C:4]([C:6]1[N:7]([CH2:24][C:25]2[CH:30]=[CH:29][CH:28]=[CH:27][CH:26]=2)[CH:8]=[C:9]([C:22]#[N:23])[C:10]=1[NH:11][C:12]([NH:14][CH2:15][C:16]1[CH:21]=[CH:20][CH:19]=[CH:18][CH:17]=1)=[O:13])=[O:5])[CH3:2].C[O-].[Na+]. Given the product [CH2:1]([O:3][C:4]([C:6]1[N:7]([CH2:24][C:25]2[CH:26]=[CH:27][CH:28]=[CH:29][CH:30]=2)[CH:8]=[C:9]2[C:22](=[NH:23])[N:14]([CH2:15][C:16]3[CH:17]=[CH:18][CH:19]=[CH:20][CH:21]=3)[C:12](=[O:13])[NH:11][C:10]=12)=[O:5])[CH3:2], predict the reactants needed to synthesize it.